From a dataset of Full USPTO retrosynthesis dataset with 1.9M reactions from patents (1976-2016). Predict the reactants needed to synthesize the given product. (1) Given the product [CH2:26]([O:28][C:29](=[O:34])[CH2:30][C:9]([C:8]1[CH:7]=[CH:6][C:5]([C:3]([O:2][CH3:1])=[O:4])=[CH:13][CH:12]=1)=[O:11])[CH3:27], predict the reactants needed to synthesize it. The reactants are: [CH3:1][O:2][C:3]([C:5]1[CH:13]=[CH:12][C:8]([C:9]([OH:11])=O)=[CH:7][CH:6]=1)=[O:4].C(N1C=CN=C1)(N1C=CN=C1)=O.[CH2:26]([O:28][C:29](=[O:34])[CH2:30]C(O)=O)[CH3:27].CCN(CC)CC.[Mg+2].[Cl-].[Cl-].C(OC(=O)CC([O-])=O)C.[K+]. (2) Given the product [F:23][C:10]1[C:9]2[O:8][C:5]3[C:4]([C@@:15]4([CH2:20][CH2:19][O:18][C:17]([NH2:21])=[N:16]4)[C:14]=2[CH:13]=[C:12]([C:39]2[CH:38]=[CH:37][N:36]=[C:35]([F:34])[CH:40]=2)[N:11]=1)=[CH:3][C:2]([C:27]1[CH:28]=[N:29][CH:30]=[C:25]([F:24])[CH:26]=1)=[CH:7][CH:6]=3, predict the reactants needed to synthesize it. The reactants are: Br[C:2]1[CH:3]=[C:4]2[C@@:15]3([CH2:20][CH2:19][O:18][C:17]([NH2:21])=[N:16]3)[C:14]3[CH:13]=[C:12](Cl)[N:11]=[C:10]([F:23])[C:9]=3[O:8][C:5]2=[CH:6][CH:7]=1.[F:24][C:25]1[CH:26]=[C:27](B(O)O)[CH:28]=[N:29][CH:30]=1.[F:34][C:35]1[CH:40]=[C:39](B(O)O)[CH:38]=[CH:37][N:36]=1. (3) Given the product [CH3:27][C:26]1[C:17]([CH3:16])([CH2:18][CH2:19][CH2:20][CH2:21][S:22]([O-:25])(=[O:24])=[O:23])[C:7]2[C:2](=[CH:3][CH:4]=[CH:5][CH:6]=2)[N+:8]=1[C:10]1[CH:15]=[CH:14][CH:13]=[CH:12][CH:11]=1, predict the reactants needed to synthesize it. The reactants are: Cl.[C:2]1([N:8]([C:10]2[CH:15]=[CH:14][CH:13]=[CH:12][CH:11]=2)N)[CH:7]=[CH:6][CH:5]=[CH:4][CH:3]=1.[CH3:16][CH:17]([C:26](=O)[CH3:27])[CH2:18][CH2:19][CH2:20][CH2:21][S:22]([OH:25])(=[O:24])=[O:23]. (4) Given the product [CH3:18][C:15]1[CH:14]=[CH:13][C:12]([CH2:11][N:8]2[C:9](=[O:10])[CH:5]([CH2:4][C:3]([OH:23])=[O:2])[N:6]([CH2:20][CH2:21][CH3:22])[C:7]2=[O:19])=[CH:17][CH:16]=1, predict the reactants needed to synthesize it. The reactants are: C[O:2][C:3](=[O:23])[CH2:4][CH:5]1[C:9](=[O:10])[N:8]([CH2:11][C:12]2[CH:17]=[CH:16][C:15]([CH3:18])=[CH:14][CH:13]=2)[C:7](=[O:19])[N:6]1[CH2:20][CH2:21][CH3:22].[OH-].[Na+].